Predict the product of the given reaction. From a dataset of Forward reaction prediction with 1.9M reactions from USPTO patents (1976-2016). (1) The product is: [CH2:5]=[CH:7][CH:11]([OH:17])[CH2:12][CH2:13][CH2:14][C:15]#[CH:16]. Given the reactants CS(C)=O.[C:5](Cl)([C:7](Cl)=O)=O.[CH2:11]([OH:17])[CH2:12][CH2:13][CH2:14][C:15]#[CH:16].CCN(CC)CC.C([Mg]Br)=C.O1CCCC1, predict the reaction product. (2) Given the reactants [C:1]([C@@H:4]([NH:8][C:9](=[O:20])[CH2:10][C:11]1[CH:16]=[C:15]([I:17])[CH:14]=[CH:13][C:12]=1[O:18][CH3:19])[CH:5]([CH3:7])[CH3:6])(=[O:3])C.C(O)(C(F)(F)F)=[O:22], predict the reaction product. The product is: [I:17][C:15]1[CH:14]=[CH:13][C:12]([O:18][CH3:19])=[C:11]([CH2:10][C:9]([NH:8][C@H:4]([C:1]([OH:3])=[O:22])[CH:5]([CH3:7])[CH3:6])=[O:20])[CH:16]=1. (3) Given the reactants Cl.[O:2]1[C:6]2[CH:7]=[CH:8][CH:9]=[C:10]([CH:11]3[CH2:16][CH2:15][N:14]([CH2:17][CH2:18][C@H:19]4[CH2:24][CH2:23][C@H:22]([NH2:25])[CH2:21][CH2:20]4)[CH2:13][CH2:12]3)[C:5]=2[O:4][CH2:3]1.C(N(CC)C(C)C)(C)C.[C:35](O)(=[O:37])[CH3:36].CN(C(ON1N=NC2C=CC=CC1=2)=[N+](C)C)C.[B-](F)(F)(F)F, predict the reaction product. The product is: [O:2]1[C:6]2[CH:7]=[CH:8][CH:9]=[C:10]([CH:11]3[CH2:16][CH2:15][N:14]([CH2:17][CH2:18][C@H:19]4[CH2:20][CH2:21][C@H:22]([NH:25][C:35](=[O:37])[CH3:36])[CH2:23][CH2:24]4)[CH2:13][CH2:12]3)[C:5]=2[O:4][CH2:3]1. (4) Given the reactants Br[C:2]1[CH:3]=[C:4]2[C:9](=[N:10][CH:11]=1)[N:8]([C:12]([NH2:14])=[O:13])[CH2:7][CH2:6][CH2:5]2.[N:15]1([C:20]([C:22]2[CH:23]=[N:24][CH:25]=[C:26](B3OC(C)(C)C(C)(C)O3)[CH:27]=2)=[O:21])[CH2:19][CH2:18][CH2:17][CH2:16]1.C(=O)([O-])[O-].[Na+].[Na+], predict the reaction product. The product is: [N:15]1([C:20]([C:22]2[CH:27]=[C:26]([C:2]3[CH:3]=[C:4]4[C:9](=[N:10][CH:11]=3)[N:8]([C:12]([NH2:14])=[O:13])[CH2:7][CH2:6][CH2:5]4)[CH:25]=[N:24][CH:23]=2)=[O:21])[CH2:19][CH2:18][CH2:17][CH2:16]1. (5) Given the reactants [NH2:1][C:2]1[CH:3]=[C:4]([C:8]2[CH:21]=[C:11]3[NH:12][C:13](=[O:20])[C:14]4[C:19]([N:10]3[N:9]=2)=[CH:18][CH:17]=[CH:16][CH:15]=4)[CH:5]=[CH:6][CH:7]=1.[C:22](OC(=O)C)(=[O:24])[CH3:23].C(N(CC)CC)C, predict the reaction product. The product is: [O:20]=[C:13]1[C:14]2[C:19](=[CH:18][CH:17]=[CH:16][CH:15]=2)[N:10]2[N:9]=[C:8]([C:4]3[CH:3]=[C:2]([NH:1][C:22](=[O:24])[CH3:23])[CH:7]=[CH:6][CH:5]=3)[CH:21]=[C:11]2[NH:12]1. (6) Given the reactants [Cl:1][C:2]1[CH:3]=[CH:4][C:5]([C:25]#[N:26])=[C:6]([C:8]2[C:13]([O:14][CH3:15])=[CH:12][N:11]([CH2:16][C:17]([O:19][C:20]([CH3:23])([CH3:22])[CH3:21])=[O:18])[C:10](=[O:24])[CH:9]=2)[CH:7]=1.FC(F)(F)S(O[CH2:33][CH:34]1[CH2:39][CH2:38][O:37][CH2:36][CH2:35]1)(=O)=O, predict the reaction product. The product is: [Cl:1][C:2]1[CH:3]=[CH:4][C:5]([C:25]#[N:26])=[C:6]([C:8]2[C:13]([O:14][CH3:15])=[CH:12][N:11]([CH:16]([CH2:33][CH:34]3[CH2:39][CH2:38][O:37][CH2:36][CH2:35]3)[C:17]([O:19][C:20]([CH3:21])([CH3:22])[CH3:23])=[O:18])[C:10](=[O:24])[CH:9]=2)[CH:7]=1. (7) Given the reactants [CH3:1][C:2]1[C:6]([CH:7]=[O:8])=[CH:5][NH:4][N:3]=1.F[C:10]1[C:15]([C:16]#[N:17])=[CH:14][CH:13]=[CH:12][N:11]=1, predict the reaction product. The product is: [CH:7]([C:6]1[C:2]([CH3:1])=[N:3][N:4]([C:10]2[C:15]([C:16]#[N:17])=[CH:14][CH:13]=[CH:12][N:11]=2)[CH:5]=1)=[O:8].